This data is from Catalyst prediction with 721,799 reactions and 888 catalyst types from USPTO. The task is: Predict which catalyst facilitates the given reaction. (1) Reactant: [C:1]12([CH2:15][CH2:14][CH:13]([CH2:16][OH:17])[CH2:12][CH2:11]1)[C:10]1[C:5](=[CH:6][CH:7]=[CH:8][CH:9]=1)[CH:4]=[CH:3][O:2]2.CCN(CC)CC.[CH3:25][S:26](Cl)(=[O:28])=[O:27]. Product: [CH3:25][S:26]([O:17][CH2:16][CH:13]1[CH2:14][CH2:15][C:1]2([C:10]3[C:5](=[CH:6][CH:7]=[CH:8][CH:9]=3)[CH:4]=[CH:3][O:2]2)[CH2:11][CH2:12]1)(=[O:28])=[O:27]. The catalyst class is: 2. (2) Reactant: Cl[C:2]1[N:7]=[C:6]([C:8]2[CH:19]=[CH:18][C:11]([C:12]([NH:14][CH2:15][C:16]#[N:17])=[O:13])=[CH:10][CH:9]=2)[CH:5]=[CH:4][N:3]=1.[NH2:20][C:21]1[CH:26]=[CH:25][C:24]([NH:27][CH2:28][CH2:29][OH:30])=[CH:23][CH:22]=1.CCN(C(C)C)C(C)C.CS(C)=O. Product: [C:16]([CH2:15][NH:14][C:12](=[O:13])[C:11]1[CH:18]=[CH:19][C:8]([C:6]2[CH:5]=[CH:4][N:3]=[C:2]([NH:20][C:21]3[CH:22]=[CH:23][C:24]([NH:27][CH2:28][CH2:29][OH:30])=[CH:25][CH:26]=3)[N:7]=2)=[CH:9][CH:10]=1)#[N:17]. The catalyst class is: 6. (3) Product: [Br:1][C:2]1[C:9]([F:10])=[CH:8][CH:7]=[C:6]2[C:3]=1[C:4]([NH2:5])=[N:13][NH:14]2. The catalyst class is: 8. Reactant: [Br:1][C:2]1[C:9]([F:10])=[CH:8][CH:7]=[C:6](F)[C:3]=1[C:4]#[N:5].O.[NH2:13][NH2:14]. (4) Reactant: [CH2:1]([NH:8][C:9](=[O:15])[CH:10]([NH2:14])[CH2:11][O:12][CH3:13])[C:2]1[CH:7]=[CH:6][CH:5]=[CH:4][CH:3]=1.[C:16](OC(C)C)(=[O:18])[CH3:17].C(=O)([O-])[O-].[Na+].[Na+]. Product: [CH2:1]([NH:8][C:9](=[O:15])[C@H:10]([NH:14][C:16](=[O:18])[CH3:17])[CH2:11][O:12][CH3:13])[C:2]1[CH:7]=[CH:6][CH:5]=[CH:4][CH:3]=1. The catalyst class is: 11.